Dataset: Forward reaction prediction with 1.9M reactions from USPTO patents (1976-2016). Task: Predict the product of the given reaction. (1) Given the reactants [C:1]([C:3]1[CH:8]=[CH:7][C:6]([C:9]2[N:13]3[CH:14]=[C:15]([C:18]4[CH:39]=[CH:38][C:21]([C:22]([N:24]5[CH2:29][CH2:28][CH:27]([NH:30]C(=O)OC(C)(C)C)[CH2:26][CH2:25]5)=[O:23])=[C:20]([CH3:40])[CH:19]=4)[N:16]=[CH:17][C:12]3=[N:11][CH:10]=2)=[CH:5][CH:4]=1)#[N:2], predict the reaction product. The product is: [NH2:30][CH:27]1[CH2:26][CH2:25][N:24]([C:22]([C:21]2[CH:38]=[CH:39][C:18]([C:15]3[N:16]=[CH:17][C:12]4[N:13]([C:9]([C:6]5[CH:7]=[CH:8][C:3]([C:1]#[N:2])=[CH:4][CH:5]=5)=[CH:10][N:11]=4)[CH:14]=3)=[CH:19][C:20]=2[CH3:40])=[O:23])[CH2:29][CH2:28]1. (2) Given the reactants [CH:1]1([CH2:4][C@@H:5]2[NH:10][C:9](=[O:11])[C@H:8]([CH2:12][CH:13]([CH3:15])[CH3:14])[NH:7][CH2:6]2)[CH2:3]C1.[F:16][C:17]1[CH:22]=[CH:21][C:20]([C@@H:23]2[CH2:25][C@H:24]2[C:26]([OH:28])=O)=[CH:19][CH:18]=1.[CH2:29]([C@@H]1N(C([C@@H]2C[C@H]2C2C=CC=CC=2)=O)C[C@H](CC(C)C)NC1=O)C(C)C, predict the reaction product. The product is: [F:16][C:17]1[CH:22]=[CH:21][C:20]([C@@H:23]2[CH2:25][C@H:24]2[C:26]([N:7]2[CH2:6][C@H:5]([CH:4]3[CH2:1][CH2:3]3)[N:10]([CH3:29])[C:9](=[O:11])[C@@H:8]2[CH2:12][CH:13]([CH3:14])[CH3:15])=[O:28])=[CH:19][CH:18]=1. (3) Given the reactants [CH3:1][C:2]1[CH:7]=[CH:6][C:5]([C:8]2[CH:13]=[C:12]([C:14](=[O:24])[NH:15][CH2:16][C:17]3[CH:18]=[N:19][C:20]([CH3:23])=[CH:21][CH:22]=3)[CH:11]=[C:10]([C:25]([OH:27])=O)[CH:9]=2)=[CH:4][CH:3]=1.[CH2:28]1[C:36]2[C:31](=[CH:32][CH:33]=[CH:34][CH:35]=2)[CH2:30][NH:29]1.F[P-](F)(F)(F)(F)F.C[N+](C)=C(N(C)C)ON1C2N=CC=CC=2N=N1.C(N(CC)C(C)C)(C)C, predict the reaction product. The product is: [CH2:28]1[C:36]2[C:31](=[CH:32][CH:33]=[CH:34][CH:35]=2)[CH2:30][N:29]1[C:25]([C:10]1[CH:11]=[C:12]([C:14]([NH:15][CH2:16][C:17]2[CH:18]=[N:19][C:20]([CH3:23])=[CH:21][CH:22]=2)=[O:24])[CH:13]=[C:8]([C:5]2[CH:6]=[CH:7][C:2]([CH3:1])=[CH:3][CH:4]=2)[CH:9]=1)=[O:27]. (4) The product is: [C:1]([O:5][C:6](=[O:14])[N:7]([C:8]1[CH:13]=[CH:12][N:11]=[CH:10][CH:9]=1)[CH:8]1[CH2:13][CH2:12][N:11]([C:17]2[CH:22]=[CH:21][N:20]=[CH:19][CH:18]=2)[CH2:10][CH2:9]1)([CH3:4])([CH3:2])[CH3:3]. Given the reactants [C:1]([O:5][C:6](=[O:14])[NH:7][CH:8]1[CH2:13][CH2:12][NH:11][CH2:10][CH2:9]1)([CH3:4])([CH3:3])[CH3:2].Cl.Cl[C:17]1[CH:22]=[CH:21][N:20]=[CH:19][CH:18]=1, predict the reaction product. (5) Given the reactants C1C=CC(P(C2C(C3C(P(C4C=CC=CC=4)C4C=CC=CC=4)=CC=C4C=3C=CC=C4)=C3C(C=CC=C3)=CC=2)C2C=CC=CC=2)=CC=1.Cl[C:48]1[N:53]=[CH:52][C:51]([CH:54]([CH3:60])[C:55]([O:57][CH2:58][CH3:59])=[O:56])=[CH:50][CH:49]=1.[C:61]([NH2:69])(=[O:68])[C:62]1[CH:67]=[CH:66][CH:65]=[CH:64][CH:63]=1.C(=O)([O-])[O-].[Cs+].[Cs+], predict the reaction product. The product is: [C:61]([NH:69][C:48]1[N:53]=[CH:52][C:51]([CH:54]([CH3:60])[C:55]([O:57][CH2:58][CH3:59])=[O:56])=[CH:50][CH:49]=1)(=[O:68])[C:62]1[CH:67]=[CH:66][CH:65]=[CH:64][CH:63]=1. (6) The product is: [N:1]1([CH2:6][CH2:7][O:8][C:9]2[CH:10]=[C:11]3[C:16](=[CH:17][CH:18]=2)[C:15](=[O:19])[C:14](=[CH:27][C:25]2[S:26][C:22]([S:21][CH3:20])=[CH:23][CH:24]=2)[CH2:13][CH2:12]3)[CH:5]=[CH:4][N:3]=[CH:2]1. Given the reactants [N:1]1([CH2:6][CH2:7][O:8][C:9]2[CH:10]=[C:11]3[C:16](=[CH:17][CH:18]=2)[C:15](=[O:19])[CH2:14][CH2:13][CH2:12]3)[CH:5]=[CH:4][N:3]=[CH:2]1.[CH3:20][S:21][C:22]1[S:26][C:25]([CH:27]=O)=[CH:24][CH:23]=1, predict the reaction product. (7) Given the reactants [CH3:1][O:2][C:3](=[O:15])[CH2:4][C:5]1[C:10]([C:11]#[N:12])=[CH:9][C:8]([F:13])=[C:7](O)[N:6]=1.O=P(Cl)(Cl)[Cl:18], predict the reaction product. The product is: [CH3:1][O:2][C:3](=[O:15])[CH2:4][C:5]1[C:10]([C:11]#[N:12])=[CH:9][C:8]([F:13])=[C:7]([Cl:18])[N:6]=1. (8) Given the reactants [N:1]([C:4]1[CH:12]=[CH:11][C:7]2[NH:8][CH:9]=[N:10][C:6]=2[CH:5]=1)=[C:2]=[S:3].[F:13][C:14]([F:25])([F:24])[O:15][C:16]1[CH:21]=[CH:20][CH:19]=[CH:18][C:17]=1[CH2:22][NH2:23], predict the reaction product. The product is: [F:13][C:14]([F:24])([F:25])[O:15][C:16]1[CH:21]=[CH:20][CH:19]=[CH:18][C:17]=1[CH2:22][NH:23][C:2]([NH:1][C:4]1[CH:12]=[CH:11][C:7]2[NH:8][CH:9]=[N:10][C:6]=2[CH:5]=1)=[S:3]. (9) The product is: [F:1][C:2]([F:7])([F:6])[C:3]([OH:5])=[O:4].[NH2:63][C:64]1[CH:72]=[CH:71][C:67]([C:68]([NH:8][C:9]2[CH:14]=[CH:13][C:12]([N:15]3[CH2:20][CH2:19][N:18]([C:21]4[N:22]=[C:23]([NH:31][C:32]5[CH:37]=[CH:36][CH:35]=[C:34]([Cl:38])[CH:33]=5)[C:24]5[S:29](=[O:30])[CH2:28][CH2:27][C:25]=5[N:26]=4)[CH2:17][CH2:16]3)=[CH:11][CH:10]=2)=[O:69])=[CH:66][N:65]=1. Given the reactants [F:1][C:2]([F:7])([F:6])[C:3]([OH:5])=[O:4].[NH2:8][C:9]1[CH:14]=[CH:13][C:12]([N:15]2[CH2:20][CH2:19][N:18]([C:21]3[N:22]=[C:23]([NH:31][C:32]4[CH:37]=[CH:36][CH:35]=[C:34]([Cl:38])[CH:33]=4)[C:24]4[S:29](=[O:30])[CH2:28][CH2:27][C:25]=4[N:26]=3)[CH2:17][CH2:16]2)=[CH:11][CH:10]=1.CN(C(ON1N=NC2C=CC=NC1=2)=[N+](C)C)C.F[P-](F)(F)(F)(F)F.[NH2:63][C:64]1[CH:72]=[CH:71][C:67]([C:68](O)=[O:69])=[CH:66][N:65]=1.FC(F)(F)C(O)=O, predict the reaction product. (10) Given the reactants [NH:1]1[CH:5]=[CH:4]N=C1.[CH3:6][C:7]([Si:10](Cl)([C:17]1[CH:22]=[CH:21][CH:20]=[CH:19][CH:18]=1)[C:11]1[CH:16]=[CH:15][CH:14]=[CH:13][CH:12]=1)([CH3:9])[CH3:8].[OH2:24].C[N:26]([CH:28]=O)C, predict the reaction product. The product is: [Si:10]([O:24][C:16]1[CH:4]=[C:5]2[C:13]([CH:28]=[N:26][NH:1]2)=[CH:12][CH:11]=1)([C:7]([CH3:9])([CH3:8])[CH3:6])([C:17]1[CH:22]=[CH:21][CH:20]=[CH:19][CH:18]=1)[C:11]1[CH:16]=[CH:15][CH:14]=[CH:13][CH:12]=1.